This data is from Retrosynthesis with 50K atom-mapped reactions and 10 reaction types from USPTO. The task is: Predict the reactants needed to synthesize the given product. (1) Given the product NCCOCCOCCOCCOCCC(=O)NCc1cccc(C(=O)NCCOCCOCCCCCCCl)c1, predict the reactants needed to synthesize it. The reactants are: CC(C)(C)OC(=O)NCCOCCOCCOCCOCCC(=O)NCc1cccc(C(=O)NCCOCCOCCCCCCCl)c1. (2) Given the product Oc1nn(CCN2CCCCC2)cc1-c1ccc(OC(F)(F)F)cc1, predict the reactants needed to synthesize it. The reactants are: FC(F)(F)Oc1ccc(-c2cn(CCN3CCCCC3)nc2OCc2ccccc2)cc1. (3) Given the product C#Cc1ccccc1Cl, predict the reactants needed to synthesize it. The reactants are: C[Si](C)(C)C#Cc1ccccc1Cl. (4) Given the product CS(=O)(=O)Nc1ccc2c(c1)C(=O)N(CC(=O)OCc1ccccc1)C2=O, predict the reactants needed to synthesize it. The reactants are: CS(=O)(=O)Cl.Nc1ccc2c(c1)C(=O)N(CC(=O)OCc1ccccc1)C2=O. (5) Given the product CS(=O)(=O)O, predict the reactants needed to synthesize it. The reactants are: CS(=O)(=O)Cl.Cc1ncc([N+](=O)[O-])n1CCO.